From a dataset of Reaction yield outcomes from USPTO patents with 853,638 reactions. Predict the reaction yield, written as a fraction of the theoretical maximum amount of product (1.0 means a 100% yield; for example, 0.34 means a 34% yield). (1) The reactants are C12BC(CCC1)CCC2.[CH2:10]([N:17]1[CH2:22][CH2:21][N:20]([CH2:23][C:24]2[CH:29]=[CH:28][CH:27]=[CH:26][CH:25]=2)[CH2:19][C@@H:18]1[CH:30]=[CH2:31])[C:11]1[CH:16]=[CH:15][CH:14]=[CH:13][CH:12]=1.C1(P(C2C=CC=CC=2)C2C=CC=CC=2)C=CC=CC=1.Cl.Br[C:53]1[CH:58]=[CH:57][N:56]=[CH:55][CH:54]=1.[OH-].[Na+]. The yield is 0.560. The product is [CH2:10]([N:17]1[CH2:22][CH2:21][N:20]([CH2:23][C:24]2[CH:29]=[CH:28][CH:27]=[CH:26][CH:25]=2)[CH2:19][C@@H:18]1[CH2:30][CH2:31][C:53]1[CH:58]=[CH:57][N:56]=[CH:55][CH:54]=1)[C:11]1[CH:12]=[CH:13][CH:14]=[CH:15][CH:16]=1. The catalyst is C1C=CC([P]([Pd]([P](C2C=CC=CC=2)(C2C=CC=CC=2)C2C=CC=CC=2)([P](C2C=CC=CC=2)(C2C=CC=CC=2)C2C=CC=CC=2)[P](C2C=CC=CC=2)(C2C=CC=CC=2)C2C=CC=CC=2)(C2C=CC=CC=2)C2C=CC=CC=2)=CC=1. (2) The reactants are [Li]CCCC.CCCCCC.[F:12][C:13]1[CH:18]=[CH:17][C:16]([F:19])=[CH:15][C:14]=1[O:20][CH3:21].Br/[CH:23]=[CH:24]\[C:25](OCC)=[O:26].CC(C[AlH]CC(C)C)C. The catalyst is C1COCC1.[Cl-].[Zn+2].[Cl-].CC([O-])=O.CC([O-])=O.[Pd+2]. The product is [F:12][C:13]1[C:14]([O:20][CH3:21])=[C:15](/[CH:23]=[CH:24]\[CH2:25][OH:26])[C:16]([F:19])=[CH:17][CH:18]=1. The yield is 0.920. (3) The reactants are [NH2:1][C@H:2]([C:10]([OH:12])=[O:11])[CH2:3][CH2:4][CH2:5][NH:6][C:7](=[NH:9])[NH2:8].[C:13](Cl)(=[O:25])[CH2:14][CH2:15][CH2:16][CH2:17][CH2:18][CH2:19][CH2:20][CH2:21][CH2:22][CH2:23][CH3:24].[OH-].[Na+].Cl. The catalyst is O.C(O)(C)C. The product is [C:13]([NH:1][C@H:2]([C:10]([OH:12])=[O:11])[CH2:3][CH2:4][CH2:5][NH:6][C:7](=[NH:8])[NH2:9])(=[O:25])[CH2:14][CH2:15][CH2:16][CH2:17][CH2:18][CH2:19][CH2:20][CH2:21][CH2:22][CH2:23][CH3:24]. The yield is 0.923.